This data is from Reaction yield outcomes from USPTO patents with 853,638 reactions. The task is: Predict the reaction yield, written as a fraction of the theoretical maximum amount of product (1.0 means a 100% yield; for example, 0.34 means a 34% yield). (1) The reactants are [CH2:1]([O:8][C:9]1[N:10]=[N:11][C:12](Cl)=[CH:13][C:14]=1[O:15][CH2:16][C:17]1[CH:22]=[CH:21][CH:20]=[CH:19][CH:18]=1)[C:2]1[CH:7]=[CH:6][CH:5]=[CH:4][CH:3]=1.O1CCOCC1.C(=O)([O-])[O-].[Cs+].[Cs+].CC1(C)C(C)(C)OB([C:44]([C:46]2[CH:51]=[CH:50][CH:49]=[CH:48][CH:47]=2)=[CH2:45])O1. The catalyst is C([P+]([Pd](Cl)(Cl)[P+](C1C=CC(N(C)C)=CC=1)(C(C)(C)C)C(C)(C)C)(C(C)(C)C)C1C=CC(N(C)C)=CC=1)(C)(C)C.O. The product is [CH2:1]([O:8][C:9]1[N:10]=[N:11][C:12]([C:44]([C:46]2[CH:51]=[CH:50][CH:49]=[CH:48][CH:47]=2)=[CH2:45])=[CH:13][C:14]=1[O:15][CH2:16][C:17]1[CH:22]=[CH:21][CH:20]=[CH:19][CH:18]=1)[C:2]1[CH:7]=[CH:6][CH:5]=[CH:4][CH:3]=1. The yield is 0.910. (2) The reactants are Cl[C:2]1C2C(=CC=CC=2)C=C(Cl)[N:3]=1.CNC.Cl[C:17]1[N:18]=[C:19]([N:27]([CH3:29])[CH3:28])[C:20]2[C:25]([CH:26]=1)=[CH:24][CH:23]=[CH:22][CH:21]=2. The catalyst is C(O)CCC.COCCOC.O.C1(P([C-]2C=CC=C2)C2C=CC=CC=2)C=CC=CC=1.[CH-]1C=CC=C1.[Fe+2].[Pd].[Pd].C(=CC(C=CC1C=CC=CC=1)=O)C1C=CC=CC=1.C(=CC(C=CC1C=CC=CC=1)=O)C1C=CC=CC=1.C(=CC(C=CC1C=CC=CC=1)=O)C1C=CC=CC=1.[C-]#N.[C-]#N.[Zn+2].[Zn]. The yield is 0.568. The product is [CH3:28][N:27]([CH3:29])[C:19]1[C:20]2[C:25](=[CH:24][CH:23]=[CH:22][CH:21]=2)[CH:26]=[C:17]([C:2]#[N:3])[N:18]=1. (3) The reactants are [Cl:1][C:2]1[C:3]([O:12][C:13]2[CH:18]=[C:17]([O:19][CH2:20][CH2:21][O:22][CH3:23])[CH:16]=[CH:15][C:14]=2[CH2:24][OH:25])=[N:4][CH:5]=[C:6]([C:8]([F:11])([F:10])[F:9])[CH:7]=1.Cl[S:27]([N:30]=[C:31]=[O:32])(=[O:29])=[O:28].[CH2:33]([NH2:37])[CH2:34][CH2:35][CH3:36].Cl. The catalyst is C1(C)C=CC=CC=1.C(OCC)(=O)C.N1C=CC=CC=1. The product is [CH2:33]([NH:37][S:27]([NH:30][C:31](=[O:32])[O:25][CH2:24][C:14]1[CH:15]=[CH:16][C:17]([O:19][CH2:20][CH2:21][O:22][CH3:23])=[CH:18][C:13]=1[O:12][C:3]1[C:2]([Cl:1])=[CH:7][C:6]([C:8]([F:9])([F:11])[F:10])=[CH:5][N:4]=1)(=[O:29])=[O:28])[CH2:34][CH2:35][CH3:36]. The yield is 0.710. (4) The reactants are [NH2:1][C:2]1[CH:7]=[CH:6][C:5]([CH2:8][CH:9]([NH:14][C:15]([O:17][C:18]([CH3:21])([CH3:20])[CH3:19])=[O:16])[C:10]([O:12][CH3:13])=[O:11])=[CH:4][CH:3]=1.C(S([O-])(=O)=O)(F)(F)F.C(S([O-])(=O)=O)(F)(F)F.C(S([O-])(=O)=O)(F)(F)F.[Yb+3].[O-]S([O-])(=O)=O.[Mg+2].[Cl:53][C:54]1[CH:61]=[CH:60][CH:59]=[C:58]([Cl:62])[C:55]=1[CH:56]=O.[CH:63]([S:65][C:66]1[CH:71]=[CH:70][CH:69]=[CH:68][CH:67]=1)=[CH2:64]. The catalyst is CC#N.C(Cl)Cl. The product is [C:18]([O:17][C:15]([NH:14][CH:9]([CH2:8][C:5]1[CH:4]=[C:3]2[C:2](=[CH:7][CH:6]=1)[NH:1][CH:56]([C:55]1[C:54]([Cl:53])=[CH:61][CH:60]=[CH:59][C:58]=1[Cl:62])[CH2:64][CH:63]2[S:65][C:66]1[CH:71]=[CH:70][CH:69]=[CH:68][CH:67]=1)[C:10]([O:12][CH3:13])=[O:11])=[O:16])([CH3:21])([CH3:20])[CH3:19]. The yield is 0.810. (5) The reactants are [Cl:1][C:2]1[CH:7]=[CH:6][C:5]([S:8]([NH:11][C:12]2[C:13]([C:19](=[O:30])[C:20]3[CH:25]=[C:24]([N+:26]([O-])=O)[CH:23]=[CH:22][C:21]=3[Cl:29])=[N:14][CH:15]=[C:16]([CH3:18])[CH:17]=2)(=[O:10])=[O:9])=[CH:4][C:3]=1[C:31]([F:34])([F:33])[F:32]. The catalyst is CC(O)=O.CCOC(C)=O.[Fe]. The product is [NH2:26][C:24]1[CH:23]=[CH:22][C:21]([Cl:29])=[C:20]([CH:25]=1)[C:19]([C:13]1[C:12]([NH:11][S:8]([C:5]2[CH:6]=[CH:7][C:2]([Cl:1])=[C:3]([C:31]([F:34])([F:33])[F:32])[CH:4]=2)(=[O:10])=[O:9])=[CH:17][C:16]([CH3:18])=[CH:15][N:14]=1)=[O:30]. The yield is 0.922.